This data is from Full USPTO retrosynthesis dataset with 1.9M reactions from patents (1976-2016). The task is: Predict the reactants needed to synthesize the given product. (1) Given the product [C:1]([NH:4][C:5]1[CH:10]=[CH:9][C:8]([S:11]([NH:19][C:15]([CH3:18])([CH3:17])[CH3:16])(=[O:13])=[O:12])=[CH:7][CH:6]=1)(=[O:3])[CH3:2], predict the reactants needed to synthesize it. The reactants are: [C:1]([NH:4][C:5]1[CH:10]=[CH:9][C:8]([S:11](Cl)(=[O:13])=[O:12])=[CH:7][CH:6]=1)(=[O:3])[CH3:2].[C:15]([NH2:19])([CH3:18])([CH3:17])[CH3:16]. (2) Given the product [Cl:12][C:13]1[C:14]([O:22][C:23]2[CH:28]=[CH:27][C:26]([Cl:29])=[C:25]([Cl:30])[CH:24]=2)=[CH:15][C:16]2[O:1][N:2]=[C:3]([NH2:32])[C:4]=2[CH:20]=1, predict the reactants needed to synthesize it. The reactants are: [OH:1][NH:2][C:3](=O)[CH3:4].CC(C)([O-])C.[K+].[Cl:12][C:13]1[C:14]([O:22][C:23]2[CH:28]=[CH:27][C:26]([Cl:29])=[C:25]([Cl:30])[CH:24]=2)=[CH:15][C:16](F)=C([CH:20]=1)C#N.C[N:32](C=O)C. (3) Given the product [CH3:12][C:7]1[N:6]([C:13]2[CH:18]=[CH:17][CH:16]=[CH:15][CH:14]=2)[C:5](=[O:19])[C:4]2[C:9](=[CH:10][CH:11]=[C:2](/[CH:40]=[CH:39]/[C:38]([O:42][CH2:43][CH3:44])=[O:41])[CH:3]=2)[N:8]=1, predict the reactants needed to synthesize it. The reactants are: Cl[C:2]1[CH:3]=[C:4]2[C:9](=[CH:10][CH:11]=1)[N:8]=[C:7]([CH3:12])[N:6]([C:13]1[CH:18]=[CH:17][CH:16]=[CH:15][CH:14]=1)[C:5]2=[O:19].[B-](F)(F)(F)F.CC([PH+](C(C)(C)C)C(C)(C)C)(C)C.[C:38]([O:42][CH2:43][CH3:44])(=[O:41])[CH:39]=[CH2:40].N(C)(C1CCCCC1)C1CCCCC1. (4) Given the product [CH:1]1([C:7]2[C:8]3[CH:26]=[CH:25][C:24]([C:27]([NH:29][C:30]([C:33]4[NH:34][C:35]5[CH:41]=[C:40]([C:42]([OH:44])=[O:43])[CH:39]=[CH:38][C:36]=5[N:37]=4)([CH3:32])[CH3:31])=[O:28])=[CH:23][C:9]=3[N:10]3[C:16]=2[C:15]2[CH:17]=[CH:18][C:19]([O:21][CH3:22])=[CH:20][C:14]=2[O:13][CH2:12][CH2:11]3)[CH2:6][CH2:5][CH2:4][CH2:3][CH2:2]1, predict the reactants needed to synthesize it. The reactants are: [CH:1]1([C:7]2[C:8]3[CH:26]=[CH:25][C:24]([C:27]([NH:29][C:30]([C:33]4[NH:34][C:35]5[CH:41]=[C:40]([C:42]([O:44]C)=[O:43])[CH:39]=[CH:38][C:36]=5[N:37]=4)([CH3:32])[CH3:31])=[O:28])=[CH:23][C:9]=3[N:10]3[C:16]=2[C:15]2[CH:17]=[CH:18][C:19]([O:21][CH3:22])=[CH:20][C:14]=2[O:13][CH2:12][CH2:11]3)[CH2:6][CH2:5][CH2:4][CH2:3][CH2:2]1.[OH-].[Li+].Cl.O. (5) Given the product [P:20]([O:19][C:15]([CH3:16])([CH3:17])[CH3:18])([O:21][C:22]([CH3:23])([CH3:24])[CH3:25])([O:14][CH2:13][CH:11]1[O:10][N:9]=[C:8]([C:5]2[CH:4]=[CH:3][C:2]([Br:1])=[CH:7][CH:6]=2)[CH2:12]1)=[O:44], predict the reactants needed to synthesize it. The reactants are: [Br:1][C:2]1[CH:7]=[CH:6][C:5]([C:8]2[CH2:12][CH:11]([CH2:13][OH:14])[O:10][N:9]=2)=[CH:4][CH:3]=1.[C:15]([O:19][P:20](N(CC)CC)[O:21][C:22]([CH3:25])([CH3:24])[CH3:23])([CH3:18])([CH3:17])[CH3:16].N1C=NN=N1.ClC1C=CC=C(C(OO)=[O:44])C=1.S(=O)(O)[O-].[Na+].